Predict the reactants needed to synthesize the given product. From a dataset of Full USPTO retrosynthesis dataset with 1.9M reactions from patents (1976-2016). (1) Given the product [Cl:1][C:2]1[C:3]([C:10]2[S:11][C:12]([C:15]3[N:16]=[C:17]4[C:22]([Cl:23])=[CH:21][C:20]([C:24]([F:26])([F:25])[F:27])=[CH:19][N:18]4[CH:28]=3)=[N:13][N:14]=2)=[CH:4][C:5]([F:9])=[C:6]([CH:7]=1)[O:8][CH2:30][CH:31]1[CH2:35][O:34][C:33]([CH3:36])([CH3:37])[N:32]1[C:38]([O:40][C:41]([CH3:42])([CH3:44])[CH3:43])=[O:39], predict the reactants needed to synthesize it. The reactants are: [Cl:1][C:2]1[C:3]([C:10]2[S:11][C:12]([C:15]3[N:16]=[C:17]4[C:22]([Cl:23])=[CH:21][C:20]([C:24]([F:27])([F:26])[F:25])=[CH:19][N:18]4[CH:28]=3)=[N:13][N:14]=2)=[CH:4][C:5]([F:9])=[C:6]([OH:8])[CH:7]=1.O[CH2:30][CH:31]1[CH2:35][O:34][C:33]([CH3:37])([CH3:36])[N:32]1[C:38]([O:40][C:41]([CH3:44])([CH3:43])[CH3:42])=[O:39].C1C=CC(P(C2C=CC=CC=2)C2C=CC=CC=2)=CC=1.CC(OC(/N=N/C(OC(C)C)=O)=O)C. (2) Given the product [C:1]([O:5][C:6]([NH:8][C:9]1[C:10]([N:15]2[C:16](=[O:32])[CH2:17][C@H:18]([NH:21][C:22](=[O:31])[O:23][CH2:24][C:25]3[CH:30]=[CH:29][CH:28]=[CH:27][CH:26]=3)[CH2:19]2)=[N:11][N:12]([CH3:14])[CH:13]=1)=[O:7])([CH3:4])([CH3:2])[CH3:3], predict the reactants needed to synthesize it. The reactants are: [C:1]([O:5][C:6]([NH:8][C:9]1[C:10]([NH:15][C:16](=[O:32])[CH2:17][C@H:18]([NH:21][C:22](=[O:31])[O:23][CH2:24][C:25]2[CH:30]=[CH:29][CH:28]=[CH:27][CH:26]=2)[CH2:19]O)=[N:11][N:12]([CH3:14])[CH:13]=1)=[O:7])([CH3:4])([CH3:3])[CH3:2].C(P(CCCC)CCCC)CCC.C1(C)C=CC=CC=1.C1(C)C=CC=CC=1.N(C(OCC)=O)=NC(OCC)=O. (3) Given the product [C:26]([C:23]1[CH:22]=[CH:21][C:20]2[C:25](=[C:16]([NH:15][C:14]([C@@H:11]3[CH2:12][CH2:13][C@@H:8]([NH2:7])[C@@H:9]([OH:29])[CH2:10]3)=[O:28])[CH:17]=[CH:18][CH:19]=2)[N:24]=1)#[N:27], predict the reactants needed to synthesize it. The reactants are: C(OC(=O)[NH:7][C@@H:8]1[CH2:13][CH2:12][C@@H:11]([C:14](=[O:28])[NH:15][C:16]2[CH:17]=[CH:18][CH:19]=[C:20]3[C:25]=2[N:24]=[C:23]([C:26]#[N:27])[CH:22]=[CH:21]3)[CH2:10][C@@H:9]1[OH:29])(C)(C)C.FC(F)(F)C(O)=O. (4) The reactants are: [N:1]1([C:9]([CH2:11][N:12]2[C:18]3[C:19]([CH3:23])=[CH:20][CH:21]=[CH:22][C:17]=3[C:16]([CH2:24][OH:25])=[N:15][CH:14]([NH:26][C:27]([NH:29][C:30]3[CH:35]=[CH:34][CH:33]=[C:32]([CH3:36])[CH:31]=3)=[O:28])[C:13]2=[O:37])=[O:10])[CH2:8][CH2:7][CH2:6][CH2:5][CH2:4][CH2:3][CH2:2]1. Given the product [N:1]1([C:9]([CH2:11][N:12]2[C:18]3[C:19]([CH3:23])=[CH:20][CH:21]=[CH:22][C:17]=3[C:16]([CH:24]=[O:25])=[N:15][CH:14]([NH:26][C:27]([NH:29][C:30]3[CH:35]=[CH:34][CH:33]=[C:32]([CH3:36])[CH:31]=3)=[O:28])[C:13]2=[O:37])=[O:10])[CH2:8][CH2:7][CH2:6][CH2:5][CH2:4][CH2:3][CH2:2]1, predict the reactants needed to synthesize it. (5) Given the product [C:20]([S:22][CH:2]([CH3:19])[CH2:3][CH2:4][S:5]([CH2:8][CH2:9][S:10]([CH2:13][CH2:14][C:15]([O:17][CH3:18])=[O:16])(=[O:12])=[O:11])(=[O:7])=[O:6])(=[O:23])[CH3:21], predict the reactants needed to synthesize it. The reactants are: Br[CH:2]([CH3:19])[CH2:3][CH2:4][S:5]([CH2:8][CH2:9][S:10]([CH2:13][CH2:14][C:15]([O:17][CH3:18])=[O:16])(=[O:12])=[O:11])(=[O:7])=[O:6].[C:20]([OH:23])(=[S:22])[CH3:21].CCN(C(C)C)C(C)C. (6) Given the product [OH:1][C:2]1([CH3:38])[CH2:6][N:5]([C:7]([O:9][CH2:10][C:11]2[CH:12]=[CH:13][CH:14]=[CH:15][CH:16]=2)=[O:8])[C@H:4]([C:17](=[O:37])[NH:18][CH2:19][C:20]2[CH:25]=[C:24]([C:26]3[CH:27]=[CH:28][C:29]([O:32][C:33]([F:35])([F:34])[F:36])=[CH:30][CH:31]=3)[N:23]=[CH:22][N:21]=2)[CH2:3]1, predict the reactants needed to synthesize it. The reactants are: [O:1]=[C:2]1[CH2:6][N:5]([C:7]([O:9][CH2:10][C:11]2[CH:16]=[CH:15][CH:14]=[CH:13][CH:12]=2)=[O:8])[C@H:4]([C:17](=[O:37])[NH:18][CH2:19][C:20]2[CH:25]=[C:24]([C:26]3[CH:31]=[CH:30][C:29]([O:32][C:33]([F:36])([F:35])[F:34])=[CH:28][CH:27]=3)[N:23]=[CH:22][N:21]=2)[CH2:3]1.[CH3:38][Mg]Br. (7) Given the product [Br:1][C:2]1[CH:9]=[CH:8][C:7]([S:10][CH2:11][CH:12]2[CH2:17][CH2:16][CH2:15][CH2:14][CH2:13]2)=[CH:6][C:3]=1[CH:4]([O:31][CH2:29][CH3:30])[O:5][CH2:18][CH3:19], predict the reactants needed to synthesize it. The reactants are: [Br:1][C:2]1[CH:9]=[CH:8][C:7]([S:10][CH2:11][CH:12]2[CH2:17][CH2:16][CH2:15][CH2:14][CH2:13]2)=[CH:6][C:3]=1[CH:4]=[O:5].[C:18]1(C)C=CC(S(O)(=O)=O)=C[CH:19]=1.[CH2:29]([OH:31])[CH3:30].